From a dataset of Catalyst prediction with 721,799 reactions and 888 catalyst types from USPTO. Predict which catalyst facilitates the given reaction. (1) Reactant: [O:1]=[C:2]1[C:11]2[C:10]([C:12]([F:15])([F:14])[F:13])=[CH:9][CH:8]=[CH:7][C:6]=2[C@H:5]2[CH2:16][N:17]([C:19]([O:21][C:22]([CH3:25])([CH3:24])[CH3:23])=[O:20])[CH2:18][C@H:4]2[NH:3]1.P([O-])([O-])([O-])=O.[K+].[K+].[K+].I[C:35]1[CH:40]=[CH:39][CH:38]=[CH:37][CH:36]=1.CNCCNC. Product: [O:1]=[C:2]1[C:11]2[C:10]([C:12]([F:14])([F:15])[F:13])=[CH:9][CH:8]=[CH:7][C:6]=2[C@H:5]2[CH2:16][N:17]([C:19]([O:21][C:22]([CH3:25])([CH3:24])[CH3:23])=[O:20])[CH2:18][C@H:4]2[N:3]1[C:35]1[CH:40]=[CH:39][CH:38]=[CH:37][CH:36]=1. The catalyst class is: 432. (2) Reactant: [C:1]1([S:7]([O:10][C:11]2[CH:12]=[N:13][C:14]([CH2:17]Br)=[CH:15][CH:16]=2)(=[O:9])=[O:8])[CH:6]=[CH:5][CH:4]=[CH:3][CH:2]=1.[CH3:19][S:20]([O-:22])=[O:21].[Na+].O. Product: [C:1]1([S:7]([O:10][C:11]2[CH:12]=[N:13][C:14]([CH2:17][S:20]([CH3:19])(=[O:22])=[O:21])=[CH:15][CH:16]=2)(=[O:9])=[O:8])[CH:6]=[CH:5][CH:4]=[CH:3][CH:2]=1. The catalyst class is: 9. (3) Reactant: C(=O)([O-])[O-].[K+].[K+].O.[CH:8]([N:10]1[CH:15]=[C:14]([C:16]2[CH:21]=[CH:20][CH:19]=[CH:18][CH:17]=2)[N:13]([CH2:22][C:23]([O:25]CC)=[O:24])[C:12](=[O:28])[CH:11]1[CH:29]([CH3:31])[CH3:30])=[O:9].C(OCC)(=O)C. Product: [CH:8]([N:10]1[CH:15]=[C:14]([C:16]2[CH:21]=[CH:20][CH:19]=[CH:18][CH:17]=2)[N:13]([CH2:22][C:23]([OH:25])=[O:24])[C:12](=[O:28])[CH:11]1[CH:29]([CH3:31])[CH3:30])=[O:9]. The catalyst class is: 8. (4) Reactant: [CH:1]1[C:17]2[CH2:16][C@H:15]3[N:18]([CH2:20][CH2:21][C@@:7]45[C@H:14]3[CH:13]=[CH:12][C@H:10]([OH:11])[C@@H:8]4[O:9][C:5]([C:6]=25)=[C:3]([OH:4])[CH:2]=1)[CH3:19].[CH:22]1[CH:23]=[CH:24][C:25]([NH:32][C:33]2[C:34]([Cl:40])=[CH:35][CH:36]=[CH:37][C:38]=2[Cl:39])=[C:26]([CH2:28][C:29]([OH:31])=[O:30])[CH:27]=1.[C:41]([OH:48])(=[O:47])/[CH:42]=[CH:43]\[C:44]([OH:46])=[O:45]. Product: [CH:1]1[C:17]2[CH2:16][C@H:15]3[N:18]([CH2:20][CH2:21][C@@:7]45[C@H:14]3[CH:13]=[CH:12][C@H:10]([OH:11])[C@@H:8]4[O:9][C:5]([C:6]=25)=[C:3]([OH:4])[CH:2]=1)[CH3:19].[CH:22]1[CH:23]=[CH:24][C:25]([NH:32][C:33]2[C:38]([Cl:39])=[CH:37][CH:36]=[CH:35][C:34]=2[Cl:40])=[C:26]([CH2:28][C:29]([OH:31])=[O:30])[CH:27]=1.[C:41]([O-:48])(=[O:47])/[CH:42]=[CH:43]\[C:44]([O-:46])=[O:45]. The catalyst class is: 27. (5) Reactant: C1COCC1.[H-].[Al+3].[Li+].[H-].[H-].[H-].[CH3:12][N:13]([CH3:36])[C:14]1[CH:19]=[CH:18][C:17]([C:20]2[C:25]([N:26]3[CH2:32][CH2:31][C:30](=O)[NH:29][CH2:28][CH2:27]3)=[CH:24][CH:23]=[C:22]([O:34][CH3:35])[N:21]=2)=[CH:16][CH:15]=1.[OH-].[Na+]. Product: [N:26]1([C:25]2[C:20]([C:17]3[CH:18]=[CH:19][C:14]([N:13]([CH3:12])[CH3:36])=[CH:15][CH:16]=3)=[N:21][C:22]([O:34][CH3:35])=[CH:23][CH:24]=2)[CH2:32][CH2:31][CH2:30][NH:29][CH2:28][CH2:27]1. The catalyst class is: 6. (6) Reactant: [Cl:1][CH2:2][C:3]1[N:13]=[C:6]2[C:7]([CH3:12])=[N:8][CH:9]=[C:10]([CH3:11])[N:5]2[N:4]=1.[C:14]1([P:20]([C:27]2[CH:32]=[CH:31][CH:30]=[CH:29][CH:28]=2)[C:21]2[CH:26]=[CH:25][CH:24]=[CH:23][CH:22]=2)[CH:19]=[CH:18][CH:17]=[CH:16][CH:15]=1. Product: [Cl-:1].[CH3:11][C:10]1[N:5]2[N:4]=[C:3]([CH2:2][P+:20]([C:21]3[CH:22]=[CH:23][CH:24]=[CH:25][CH:26]=3)([C:27]3[CH:32]=[CH:31][CH:30]=[CH:29][CH:28]=3)[C:14]3[CH:15]=[CH:16][CH:17]=[CH:18][CH:19]=3)[N:13]=[C:6]2[C:7]([CH3:12])=[N:8][CH:9]=1. The catalyst class is: 26.